From a dataset of Forward reaction prediction with 1.9M reactions from USPTO patents (1976-2016). Predict the product of the given reaction. (1) Given the reactants [N:1]1[CH:6]=[CH:5][CH:4]=[C:3]([C:7]2[S:8][CH:9]=[C:10](C(N=[N+]=[N-])=O)[N:11]=2)[CH:2]=1.[N-:17]=[C:18]=[O:19].[CH3:20][O:21][C:22]1[CH:23]=[C:24]2[C:28](=[CH:29][C:30]=1[C:31]([F:34])([F:33])[F:32])[NH:27][CH2:26][CH2:25]2, predict the reaction product. The product is: [N:1]1[CH:6]=[CH:5][CH:4]=[C:3]([C:7]2[S:8][CH:9]=[C:10]([NH:17][C:18]([N:27]3[C:28]4[C:24](=[CH:23][C:22]([O:21][CH3:20])=[C:30]([C:31]([F:33])([F:34])[F:32])[CH:29]=4)[CH2:25][CH2:26]3)=[O:19])[N:11]=2)[CH:2]=1. (2) Given the reactants [N:1]1([C:6]2[N:11]=[C:10]([NH:12][CH2:13][CH2:14][NH:15][C:16]3[C:17](=[O:23])[C:18](=[O:22])[C:19]=3OC)[CH:9]=[C:8]([N:24]3[CH2:28][CH2:27][CH2:26][CH2:25]3)[N:7]=2)[CH2:5][CH2:4][CH2:3][CH2:2]1.[NH:29]1[CH2:34][CH2:33][O:32][CH2:31][CH2:30]1, predict the reaction product. The product is: [N:1]1([C:6]2[N:11]=[C:10]([NH:12][CH2:13][CH2:14][NH:15][C:16]3[C:17](=[O:23])[C:18](=[O:22])[C:19]=3[N:29]3[CH2:34][CH2:33][O:32][CH2:31][CH2:30]3)[CH:9]=[C:8]([N:24]3[CH2:28][CH2:27][CH2:26][CH2:25]3)[N:7]=2)[CH2:2][CH2:3][CH2:4][CH2:5]1. (3) The product is: [CH:22]1([CH2:21][CH2:20][NH:19][C:9]2[S:10][C@H:11]3[O:12][C@H:13]([CH2:14][OH:15])[C@@H:5]([OH:4])[C@H:6]([OH:25])[C@H:7]3[N:8]=2)[CH2:24][CH2:23]1. Given the reactants C([O:4][C@@H:5]1[C@@H:13]([CH2:14][O:15]C(=O)C)[O:12][C@H:11]2[C@H:7]([N:8]=[C:9]([NH:19][CH2:20][CH2:21][CH:22]3[CH2:24][CH2:23]3)[S:10]2)[C@H:6]1[O:25]C(=O)C)(=O)C.N, predict the reaction product. (4) Given the reactants C([NH:3][C@H:4]([CH3:27])[CH2:5][O:6][C:7]1[CH:12]=[CH:11][C:10]([S:13]([C:16]2[CH:17]=[CH:18][C:19]([OH:26])=[C:20]([CH:25]=2)[C:21]([O:23][CH3:24])=[O:22])(=[O:15])=[O:14])=[CH:9][CH:8]=1)=O.[ClH:28], predict the reaction product. The product is: [ClH:28].[NH2:3][C@H:4]([CH3:27])[CH2:5][O:6][C:7]1[CH:12]=[CH:11][C:10]([S:13]([C:16]2[CH:17]=[CH:18][C:19]([OH:26])=[C:20]([CH:25]=2)[C:21]([O:23][CH3:24])=[O:22])(=[O:15])=[O:14])=[CH:9][CH:8]=1. (5) Given the reactants [CH2:1]([O:8][C:9]1[C:10]([F:27])=[C:11]([F:26])[C:12]([NH:18][C:19]2[CH:24]=[CH:23][CH:22]=[CH:21][C:20]=2[F:25])=[C:13]([CH:17]=1)[C:14]([OH:16])=[O:15])[C:2]1[CH:7]=[CH:6][CH:5]=[CH:4][CH:3]=1.[CH:28]1[CH:33]=[CH:32][C:31]([CH2:34]Br)=[CH:30][CH:29]=1.C(Cl)C1C=CC=CC=1.C([O-])([O-])=O.[Na+].[Na+].C([O-])([O-])=O.[K+].[K+].C([O-])(O)=O.[Na+].CC([O-])(C)C.[K+].C(O[Na])(C)(C)C.S1(CCCC1)(=O)=O, predict the reaction product. The product is: [CH2:1]([O:8][C:9]1[C:10]([F:27])=[C:11]([F:26])[C:12]([NH:18][C:19]2[CH:24]=[CH:23][CH:22]=[CH:21][C:20]=2[F:25])=[C:13]([CH:17]=1)[C:14]([O:16][CH2:34][C:31]1[CH:32]=[CH:33][CH:28]=[CH:29][CH:30]=1)=[O:15])[C:2]1[CH:3]=[CH:4][CH:5]=[CH:6][CH:7]=1. (6) Given the reactants [CH2:1]([O:8][CH2:9][CH:10]=[CH:11][CH:12]=[O:13])[C:2]1[CH:7]=[CH:6][CH:5]=[CH:4][CH:3]=1.[CH3:14][N:15]1[C:23]2[C:18](=[CH:19][CH:20]=[CH:21][CH:22]=2)[CH:17]=[CH:16]1.C(O)(C(F)(F)F)=O.C([C@@H]1N[C@H](C(C)(C)C)N(C)C1=O)C1C=CC=CC=1, predict the reaction product. The product is: [CH2:1]([O:8][CH2:9][C@@H:10]([C:17]1[C:18]2[C:23](=[CH:22][CH:21]=[CH:20][CH:19]=2)[N:15]([CH3:14])[CH:16]=1)[CH2:11][CH:12]=[O:13])[C:2]1[CH:7]=[CH:6][CH:5]=[CH:4][CH:3]=1. (7) Given the reactants [Cl:1][C:2]1[CH:3]=[C:4]([NH:15][C:16]2[C:25]3[C:20](=[CH:21][CH:22]=[CH:23][C:24]=3[O:26][CH2:27][C@@H:28]3[CH2:32][CH2:31][CH2:30][NH:29]3)[N:19]=[CH:18][N:17]=2)[CH:5]=[CH:6][C:7]=1[O:8][C:9]1[CH:10]=[N:11][CH:12]=[CH:13][CH:14]=1.C([O:36][CH2:37][C:38](Cl)=[O:39])(=O)C, predict the reaction product. The product is: [Cl:1][C:2]1[CH:3]=[C:4]([NH:15][C:16]2[C:25]3[C:20](=[CH:21][CH:22]=[CH:23][C:24]=3[O:26][CH2:27][C@@H:28]3[CH2:32][CH2:31][CH2:30][N:29]3[C:37](=[O:36])[CH2:38][OH:39])[N:19]=[CH:18][N:17]=2)[CH:5]=[CH:6][C:7]=1[O:8][C:9]1[CH:10]=[N:11][CH:12]=[CH:13][CH:14]=1. (8) Given the reactants COC(OC)[N:4]([CH3:6])C.[N:9]1[N:13]2[CH:14]=[CH:15][CH:16]=[CH:17][C:12]2=[C:11]([C:18](=O)[CH3:19])[CH:10]=1.C[N:22](C=O)C, predict the reaction product. The product is: [NH:4]1[CH:6]=[CH:19][C:18]([C:11]2[CH:10]=[N:9][N:13]3[CH:14]=[CH:15][CH:16]=[CH:17][C:12]=23)=[N:22]1.